This data is from Forward reaction prediction with 1.9M reactions from USPTO patents (1976-2016). The task is: Predict the product of the given reaction. (1) The product is: [Cl:13][C:14]1[C:19]([F:20])=[C:18]([Cl:21])[CH:17]=[CH:16][C:15]=1[C:22]([N:24]1[CH2:29][CH2:28][N:27]2[C:37]([C:36]3[S:35][N:34]=[N:33][C:32]=3[CH3:31])=[N:39][N:40]=[C:26]2[CH2:25]1)=[O:23]. Given the reactants F[B-](F)(F)F.C([O+](CC)CC)C.[Cl:13][C:14]1[C:19]([F:20])=[C:18]([Cl:21])[CH:17]=[CH:16][C:15]=1[C:22]([N:24]1[CH2:29][CH2:28][NH:27][C:26](=O)[CH2:25]1)=[O:23].[CH3:31][C:32]1[N:33]=[N:34][S:35][C:36]=1[C:37]([NH:39][NH2:40])=O, predict the reaction product. (2) Given the reactants [CH3:1][C:2]1[N:7]=[N:6][C:5]([C:8]2[CH:16]=[CH:15][C:11]([C:12]([OH:14])=O)=[CH:10][CH:9]=2)=[CH:4][CH:3]=1.[C:17]([O:21][C:22]([N:24]1[CH2:29][CH2:28][CH:27]([NH:30][CH:31]2[CH2:33][CH2:32]2)[CH2:26][CH2:25]1)=[O:23])([CH3:20])([CH3:19])[CH3:18], predict the reaction product. The product is: [C:17]([O:21][C:22]([N:24]1[CH2:29][CH2:28][CH:27]([N:30]([CH:31]2[CH2:32][CH2:33]2)[C:12](=[O:14])[C:11]2[CH:10]=[CH:9][C:8]([C:5]3[N:6]=[N:7][C:2]([CH3:1])=[CH:3][CH:4]=3)=[CH:16][CH:15]=2)[CH2:26][CH2:25]1)=[O:23])([CH3:20])([CH3:18])[CH3:19]. (3) Given the reactants Cl[CH2:2][CH:3]1[O:7][C:6](=[O:8])[N:5]([C:9]2[CH:14]=[CH:13][C:12]([Cl:15])=[CH:11][N:10]=2)[CH2:4]1.[N-:16]=[N+:17]=[N-:18].[Na+], predict the reaction product. The product is: [N:16]([CH2:2][CH:3]1[O:7][C:6](=[O:8])[N:5]([C:9]2[CH:14]=[CH:13][C:12]([Cl:15])=[CH:11][N:10]=2)[CH2:4]1)=[N+:17]=[N-:18]. (4) Given the reactants Br[C:2]1[N:6]2[C:7](=[O:22])[CH:8]=[C:9]([CH2:11][N:12]([CH2:20][CH3:21])[C:13]3[CH:18]=[CH:17][C:16]([F:19])=[CH:15][CH:14]=3)[N:10]=[C:5]2[S:4][C:3]=1[CH3:23].C([Li])CCC.[CH2:29]([O:36][CH2:37][CH2:38][CH:39]=[O:40])[C:30]1[CH:35]=[CH:34][CH:33]=[CH:32][CH:31]=1, predict the reaction product. The product is: [CH2:29]([O:36][CH2:37][CH2:38][CH:39]([C:2]1[N:6]2[C:7](=[O:22])[CH:8]=[C:9]([CH2:11][N:12]([CH2:20][CH3:21])[C:13]3[CH:18]=[CH:17][C:16]([F:19])=[CH:15][CH:14]=3)[N:10]=[C:5]2[S:4][C:3]=1[CH3:23])[OH:40])[C:30]1[CH:35]=[CH:34][CH:33]=[CH:32][CH:31]=1. (5) Given the reactants [NH2:1][C:2]1[CH:3]=[C:4]2[C:9](=[CH:10][CH:11]=1)[C:8](=[O:12])[CH2:7][CH2:6][CH2:5]2.C([O-])(O)=O.[Na+].Cl[C:19]([O:21][CH2:22][C:23]1[CH:28]=[CH:27][CH:26]=[CH:25][CH:24]=1)=[O:20], predict the reaction product. The product is: [CH2:22]([O:21][C:19](=[O:20])[NH:1][C:2]1[CH:11]=[CH:10][C:9]2[C:8](=[O:12])[CH2:7][CH2:6][CH2:5][C:4]=2[CH:3]=1)[C:23]1[CH:28]=[CH:27][CH:26]=[CH:25][CH:24]=1. (6) Given the reactants [N:1]1([CH2:6][C:7]2[CH:8]=[C:9]([CH:38]=[C:39]([Cl:41])[CH:40]=2)/[CH:10]=[CH:11]/[C:12]2[CH:17]=[CH:16][C:15]([N:18]3[CH2:23][CH2:22][N:21]([S:24]([C:27]4[CH:32]=[CH:31][CH:30]=[C:29](OC(F)(F)F)[CH:28]=4)(=[O:26])=[O:25])[CH2:20][CH2:19]3)=[CH:14][CH:13]=2)[CH:5]=[CH:4][N:3]=[CH:2]1.[N+:42](C1C=C(S(Cl)(=O)=O)C=CC=1)([O-:44])=[O:43].FC(F)(F)OC1C=C(S(Cl)(=O)=O)C=CC=1, predict the reaction product. The product is: [N:1]1([CH2:6][C:7]2[CH:8]=[C:9]([CH:38]=[C:39]([Cl:41])[CH:40]=2)/[CH:10]=[CH:11]/[C:12]2[CH:17]=[CH:16][C:15]([N:18]3[CH2:23][CH2:22][N:21]([S:24]([C:27]4[CH:32]=[CH:31][CH:30]=[C:29]([N+:42]([O-:44])=[O:43])[CH:28]=4)(=[O:26])=[O:25])[CH2:20][CH2:19]3)=[CH:14][CH:13]=2)[CH:5]=[CH:4][N:3]=[CH:2]1. (7) Given the reactants Br[C:2]1[S:3][CH:4]=[C:5]([C:7]([NH:9][C:10]2[CH:11]=[N:12][N:13]([CH3:31])[C:14]=2[C@H:15]2[O:21][CH2:20][C@H:19]([F:22])[C@H:18]([NH:23]C(=O)OC(C)(C)C)[CH2:17][CH2:16]2)=[O:8])[N:6]=1.[Cl:32][C:33]1[C:38]([F:39])=[CH:37][CH:36]=[CH:35][C:34]=1B(O)O, predict the reaction product. The product is: [NH2:23][C@H:18]1[C@@H:19]([F:22])[CH2:20][O:21][C@H:15]([C:14]2[N:13]([CH3:31])[N:12]=[CH:11][C:10]=2[NH:9][C:7]([C:5]2[N:6]=[C:2]([C:34]3[CH:35]=[CH:36][CH:37]=[C:38]([F:39])[C:33]=3[Cl:32])[S:3][CH:4]=2)=[O:8])[CH2:16][CH2:17]1.